From a dataset of Full USPTO retrosynthesis dataset with 1.9M reactions from patents (1976-2016). Predict the reactants needed to synthesize the given product. (1) Given the product [CH3:1][O:2][C:3]([C:5]1[S:6][C:7]([C:26]2[CH:27]=[CH:28][CH:29]=[CH:30][CH:31]=2)=[CH:8][C:9]=1[N:10]([CH:11]1[CH2:16][CH2:15][N:14]([CH2:32][C:33]2[CH:38]=[CH:37][CH:36]=[CH:35][CH:34]=2)[CH2:13][CH2:12]1)[C:17]([CH:19]1[CH2:20][CH2:21][CH:22]([CH3:25])[CH2:23][CH2:24]1)=[O:18])=[O:4], predict the reactants needed to synthesize it. The reactants are: [CH3:1][O:2][C:3]([C:5]1[S:6][C:7]([C:26]2[CH:31]=[CH:30][CH:29]=[CH:28][CH:27]=2)=[CH:8][C:9]=1[N:10]([C:17]([CH:19]1[CH2:24][CH2:23][CH:22]([CH3:25])[CH2:21][CH2:20]1)=[O:18])[CH:11]1[CH2:16][CH2:15][NH:14][CH2:13][CH2:12]1)=[O:4].[CH:32](=O)[C:33]1[CH:38]=[CH:37][CH:36]=[CH:35][CH:34]=1.C(O[BH-](OC(=O)C)OC(=O)C)(=O)C.[Na+]. (2) Given the product [OH:26][C:9]1[C:8]([C:6]([NH:39][CH2:34][C:32]([OH:33])=[O:31])=[O:7])=[N:13][CH:12]=[C:11]2[S:15][C:16]([C:18]3[CH:19]=[CH:20][C:21]([O:24][CH3:25])=[CH:22][CH:23]=3)=[CH:17][C:10]=12, predict the reactants needed to synthesize it. The reactants are: C(O[C:6]([C:8]1[C:9]([OH:26])=[C:10]2[CH:17]=[C:16]([C:18]3[CH:23]=[CH:22][C:21]([O:24][CH3:25])=[CH:20][CH:19]=3)[S:15][C:11]2=[C:12](O)[N:13]=1)=[O:7])CCC.C([O:31][C:32]([C:34]1[N:39]=C(O)C2C=C(C3C=CC(OC)=CC=3)SC=2C=1O)=[O:33])CCC. (3) Given the product [CH3:1][C:2]1[N:3]([CH:19]([C:21]2[CH:26]=[CH:25][CH:24]=[CH:23][CH:22]=2)[CH3:20])[C:4]2[C:9]([C:10]=1[C:11]([O:13][CH2:14][CH3:15])=[O:12])=[CH:8][CH:7]=[CH:6][CH:5]=2, predict the reactants needed to synthesize it. The reactants are: [CH3:1][C:2]1[NH:3][C:4]2[C:9]([C:10]=1[C:11]([O:13][CH2:14][CH3:15])=[O:12])=[CH:8][CH:7]=[CH:6][CH:5]=2.[H-].[Na+].Br[CH:19]([C:21]1[CH:26]=[CH:25][CH:24]=[CH:23][CH:22]=1)[CH3:20]. (4) Given the product [Br:10][C:3]1[C:4]([CH2:7][C:8]#[N:9])=[N:5][O:6][C:2]=1[CH3:1], predict the reactants needed to synthesize it. The reactants are: [CH3:1][C:2]1[O:6][N:5]=[C:4]([CH2:7][C:8]#[N:9])[CH:3]=1.[Br:10]N1C(=O)CCC1=O. (5) The reactants are: O[CH2:2][C:3]([O:5]C)=[O:4].ClC([C:12]1[CH:17]=[CH:16][CH:15]=[CH:14][CH:13]=1)C(Cl)=O. Given the product [C:12]1([CH2:2][C:3]([OH:5])=[O:4])[CH:17]=[CH:16][CH:15]=[CH:14][CH:13]=1, predict the reactants needed to synthesize it.